The task is: Predict the reaction yield, written as a fraction of the theoretical maximum amount of product (1.0 means a 100% yield; for example, 0.34 means a 34% yield).. This data is from Reaction yield outcomes from USPTO patents with 853,638 reactions. (1) The reactants are [Cl:1][C:2]1[CH:3]=[CH:4][C:5]([I:11])=[C:6]([CH:10]=1)[C:7](Cl)=[O:8].[N:12]1[CH:17]=[CH:16]C=[CH:14][CH:13]=1.O1CCCC1.C(NCC)C. No catalyst specified. The product is [Cl:1][C:2]1[CH:3]=[CH:4][C:5]([I:11])=[C:6]([CH:10]=1)[C:7]([N:12]([CH2:17][CH3:16])[CH2:13][CH3:14])=[O:8]. The yield is 0.610. (2) The reactants are N#N.[OH-].[Na+].[Cl-].[Al+3].[Cl-].[Cl-].[Cl:9][CH2:10][C:11](Cl)=[O:12].[CH3:14][N:15]1[C:23]2[C:18](=[CH:19][CH:20]=[CH:21][CH:22]=2)[CH2:17][C:16]1=[O:24]. The catalyst is C(=S)=S. The product is [Cl:9][CH2:10][C:11]([C:20]1[CH:19]=[C:18]2[C:23](=[CH:22][CH:21]=1)[N:15]([CH3:14])[C:16](=[O:24])[CH2:17]2)=[O:12]. The yield is 0.910. (3) The reactants are [CH3:1][N:2]1[C:6]([C:7]([OH:9])=O)=[CH:5][C:4]([C:10]([F:13])([F:12])[F:11])=[N:3]1.C(Cl)(=O)C(Cl)=O.[NH2:20][C:21]1[CH:22]=[C:23]([CH:40]=[CH:41][CH:42]=1)[O:24][C:25]1[CH:26]=[CH:27][C:28]2[N:29]([CH:31]=[C:32]([NH:34][C:35]([CH:37]3[CH2:39][CH2:38]3)=[O:36])[N:33]=2)[N:30]=1.C(N(CC)CC)C. The catalyst is CN(C)C=O.O1CCCC1. The product is [CH:37]1([C:35]([NH:34][C:32]2[N:33]=[C:28]3[CH:27]=[CH:26][C:25]([O:24][C:23]4[CH:22]=[C:21]([NH:20][C:7]([C:6]5[N:2]([CH3:1])[N:3]=[C:4]([C:10]([F:13])([F:12])[F:11])[CH:5]=5)=[O:9])[CH:42]=[CH:41][CH:40]=4)=[N:30][N:29]3[CH:31]=2)=[O:36])[CH2:38][CH2:39]1. The yield is 0.780. (4) The reactants are [CH:1]1([C:6]2[N:7]=[CH:8][N:9]3[C:14](=[O:15])[N:13]=[C:12]([CH2:16]O)[NH:11][C:10]=23)[CH2:5][CH2:4][CH2:3][CH2:2]1.S(Cl)([Cl:20])=O. No catalyst specified. The product is [Cl:20][CH2:16][C:12]1[NH:11][C:10]2[N:9]([CH:8]=[N:7][C:6]=2[CH:1]2[CH2:5][CH2:4][CH2:3][CH2:2]2)[C:14](=[O:15])[N:13]=1. The yield is 0.510.